From a dataset of Catalyst prediction with 721,799 reactions and 888 catalyst types from USPTO. Predict which catalyst facilitates the given reaction. Reactant: [C:1]1([CH3:18])[CH:6]=[CH:5][CH:4]=[CH:3][C:2]=1[CH:7]1[CH2:16][CH2:15][C:14]2[C:9](=[CH:10][CH:11]=[C:12]([OH:17])[CH:13]=2)[O:8]1.Cl[C:20]1[S:21][C:22]([C:25]([O:27][CH3:28])=[O:26])=[CH:23][N:24]=1.C(=O)([O-])[O-].[K+].[K+]. Product: [CH3:28][O:27][C:25]([C:22]1[S:21][C:20]([O:17][C:12]2[CH:13]=[C:14]3[C:9](=[CH:10][CH:11]=2)[O:8][CH:7]([C:2]2[CH:3]=[CH:4][CH:5]=[CH:6][C:1]=2[CH3:18])[CH2:16][CH2:15]3)=[N:24][CH:23]=1)=[O:26]. The catalyst class is: 35.